Dataset: NCI-60 drug combinations with 297,098 pairs across 59 cell lines. Task: Regression. Given two drug SMILES strings and cell line genomic features, predict the synergy score measuring deviation from expected non-interaction effect. Drug 1: COC1=CC(=CC(=C1O)OC)C2C3C(COC3=O)C(C4=CC5=C(C=C24)OCO5)OC6C(C(C7C(O6)COC(O7)C8=CC=CS8)O)O. Drug 2: CN(CCCl)CCCl.Cl. Cell line: CAKI-1. Synergy scores: CSS=51.9, Synergy_ZIP=-9.05, Synergy_Bliss=-8.86, Synergy_Loewe=-7.70, Synergy_HSA=-3.63.